From a dataset of Catalyst prediction with 721,799 reactions and 888 catalyst types from USPTO. Predict which catalyst facilitates the given reaction. (1) Reactant: [N+:1]([C:4]1[CH:9]=[CH:8][CH:7]=[CH:6][C:5]=1[NH:10][CH2:11][CH2:12][NH:13][CH2:14][C:15]1[CH:16]=[C:17]([C:21]([N:23]2[CH2:28][CH2:27][CH2:26][CH2:25][CH2:24]2)=[O:22])[CH:18]=[CH:19][CH:20]=1)([O-])=O.C1CCC=CC=1. Product: [NH2:1][C:4]1[CH:9]=[CH:8][CH:7]=[CH:6][C:5]=1[NH:10][CH2:11][CH2:12][NH:13][CH2:14][C:15]1[CH:16]=[C:17]([C:21]([N:23]2[CH2:24][CH2:25][CH2:26][CH2:27][CH2:28]2)=[O:22])[CH:18]=[CH:19][CH:20]=1. The catalyst class is: 50. (2) The catalyst class is: 147. Product: [F:52][C:47]1[CH:46]=[C:45]([CH:50]=[C:49]([F:51])[CH:48]=1)[CH2:44][NH:43][C:41]([N:38]1[CH2:37][CH2:36][CH:35]([NH:34][C:33]2[CH:32]=[CH:31][C:30]([CH2:29][CH2:28][NH:27][CH2:26][C@H:25]([OH:55])[CH2:24][O:23][C:22]3[CH:21]=[CH:20][C:19]([OH:18])=[CH:57][CH:56]=3)=[CH:54][CH:53]=2)[CH2:40][CH2:39]1)=[O:42]. Reactant: [Si]([O:18][C:19]1[CH:57]=[CH:56][C:22]([O:23][CH2:24][C@@H:25]([OH:55])[CH2:26][NH:27][CH2:28][CH2:29][C:30]2[CH:54]=[CH:53][C:33]([NH:34][CH:35]3[CH2:40][CH2:39][N:38]([C:41]([NH:43][CH2:44][C:45]4[CH:50]=[C:49]([F:51])[CH:48]=[C:47]([F:52])[CH:46]=4)=[O:42])[CH2:37][CH2:36]3)=[CH:32][CH:31]=2)=[CH:21][CH:20]=1)(C(C)(C)C)(C1C=CC=CC=1)C1C=CC=CC=1. (3) Reactant: [N:1]1([CH:6]([CH3:12])[C:7](OCC)=[O:8])[CH2:5][CH2:4][CH2:3][CH2:2]1.O.[NH2:14][NH2:15]. Product: [N:1]1([CH:6]([CH3:12])[C:7]([NH:14][NH2:15])=[O:8])[CH2:5][CH2:4][CH2:3][CH2:2]1. The catalyst class is: 8. (4) The catalyst class is: 8. Reactant: [N+:1]([C:4]1[CH:9]=[CH:8][C:7]([CH:10]([C:14](=O)[CH3:15])[C:11](=[O:13])[CH3:12])=[CH:6][CH:5]=1)([O-:3])=[O:2].Cl.NO.[N:20]1C=CC=CC=1. Product: [CH3:15][C:14]1[C:10]([C:7]2[CH:8]=[CH:9][C:4]([N+:1]([O-:3])=[O:2])=[CH:5][CH:6]=2)=[C:11]([CH3:12])[O:13][N:20]=1. (5) Reactant: C(Cl)(=O)C(Cl)=O.[CH3:7][O:8][C:9]1[CH:17]=[CH:16][C:12]([C:13]([OH:15])=O)=[CH:11][C:10]=1[N+:18]([O-])=O.CN(C=O)C.[Cl:26][C:27]1[CH:28]=[C:29]([CH:31]=[CH:32][C:33]=1[CH3:34])[NH2:30]. Product: [NH2:18][C:10]1[CH:11]=[C:12]([CH:16]=[CH:17][C:9]=1[O:8][CH3:7])[C:13]([NH:30][C:29]1[CH:31]=[CH:32][C:33]([CH3:34])=[C:27]([Cl:26])[CH:28]=1)=[O:15]. The catalyst class is: 98. (6) Reactant: Cl[C:2]1[NH:7][C:6]([N:12]2[CH2:17][CH2:16][CH:15]([NH:18][C:19]([C:21]3[NH:22][C:23]([CH3:28])=[C:24]([Cl:27])[C:25]=3[Cl:26])=[O:20])[CH2:14][CH2:13]2)(C(OC)=O)[CH:5]=[CH:4][N:3]=1.[NH:29]1[CH2:34][CH2:33][O:32][CH2:31][CH2:30]1.C[CH2:36][O:37][C:38](C)=[O:39]. Product: [Cl:26][C:25]1[C:24]([Cl:27])=[C:23]([CH3:28])[NH:22][C:21]=1[C:19]([NH:18][CH:15]1[CH2:16][CH2:17][N:12]([C:6]2[N:7]=[C:2]([N:29]3[CH2:34][CH2:33][O:32][CH2:31][CH2:30]3)[N:3]=[C:4]([C:38]([O:37][CH3:36])=[O:39])[CH:5]=2)[CH2:13][CH2:14]1)=[O:20]. The catalyst class is: 18.